Dataset: Full USPTO retrosynthesis dataset with 1.9M reactions from patents (1976-2016). Task: Predict the reactants needed to synthesize the given product. (1) Given the product [OH:2][CH:1]([C:3]1[CH:8]=[C:7]([C@@H:9]([NH:12][C:13]([C:15]2[C:16]3[CH:23]=[N:22][N:21]([C:24]4[CH:25]=[CH:26][C:27]([F:30])=[CH:28][CH:29]=4)[C:17]=3[CH:18]=[N:19][CH:20]=2)=[O:14])[CH2:10][CH3:11])[CH:6]=[CH:5][N:4]=1)[CH3:31], predict the reactants needed to synthesize it. The reactants are: [CH:1]([C:3]1[CH:8]=[C:7]([C@@H:9]([NH:12][C:13]([C:15]2[C:16]3[CH:23]=[N:22][N:21]([C:24]4[CH:29]=[CH:28][C:27]([F:30])=[CH:26][CH:25]=4)[C:17]=3[CH:18]=[N:19][CH:20]=2)=[O:14])[CH2:10][CH3:11])[CH:6]=[CH:5][N:4]=1)=[O:2].[CH3:31][Li]. (2) Given the product [CH:32]([N:45]1[CH2:50][CH2:49][N:48]([C:22]([C:21]2[CH:25]=[CH:26][C:18]([C:16]3[CH:15]=[N:14][C:10]4[NH:11][CH2:12][CH2:13][N:8]([CH2:7][C:6]5[CH:27]=[C:2]([Cl:1])[CH:3]=[CH:4][C:5]=5[C:28]([F:29])([F:31])[F:30])[C:9]=4[CH:17]=3)=[CH:19][CH:20]=2)=[O:24])[CH2:47][CH2:46]1)([C:39]1[CH:44]=[CH:43][CH:42]=[CH:41][CH:40]=1)[C:33]1[CH:38]=[CH:37][CH:36]=[CH:35][CH:34]=1, predict the reactants needed to synthesize it. The reactants are: [Cl:1][C:2]1[CH:3]=[CH:4][C:5]([C:28]([F:31])([F:30])[F:29])=[C:6]([CH:27]=1)[CH2:7][N:8]1[CH2:13][CH2:12][NH:11][C:10]2[N:14]=[CH:15][C:16]([C:18]3[CH:26]=[CH:25][C:21]([C:22]([OH:24])=O)=[CH:20][CH:19]=3)=[CH:17][C:9]1=2.[CH:32]([N:45]1[CH2:50][CH2:49][NH:48][CH2:47][CH2:46]1)([C:39]1[CH:44]=[CH:43][CH:42]=[CH:41][CH:40]=1)[C:33]1[CH:38]=[CH:37][CH:36]=[CH:35][CH:34]=1. (3) Given the product [Br:26][C:16]1[CH:17]=[C:18]2[C:13](=[CH:14][CH:15]=1)[N:12]([C:20]1[N:25]=[CH:24][CH:23]=[CH:22][N:21]=1)[C@H:11]([C:9]([N:4]1[CH2:5][C@H:6]([CH3:8])[CH2:7][C@H:2]([CH3:1])[CH2:3]1)=[O:10])[CH2:19]2, predict the reactants needed to synthesize it. The reactants are: [CH3:1][C@H:2]1[CH2:7][C@@H:6]([CH3:8])[CH2:5][N:4]([C:9]([C@@H:11]2[CH2:19][C:18]3[C:13](=[CH:14][CH:15]=[CH:16][CH:17]=3)[N:12]2[C:20]2[N:25]=[CH:24][CH:23]=[CH:22][N:21]=2)=[O:10])[CH2:3]1.[Br:26]N1C(=O)CCC1=O.O.